From a dataset of Full USPTO retrosynthesis dataset with 1.9M reactions from patents (1976-2016). Predict the reactants needed to synthesize the given product. Given the product [CH2:1]([N:8]1[CH2:9][CH:10]=[C:11]([C:15]2[CH:16]=[CH:17][C:18]([Br:21])=[CH:19][CH:20]=2)[CH2:12][CH2:13]1)[C:2]1[CH:3]=[CH:4][CH:5]=[CH:6][CH:7]=1, predict the reactants needed to synthesize it. The reactants are: [CH2:1]([N:8]1[CH2:13][CH2:12][C:11]([C:15]2[CH:20]=[CH:19][C:18]([Br:21])=[CH:17][CH:16]=2)(O)[CH2:10][CH2:9]1)[C:2]1[CH:7]=[CH:6][CH:5]=[CH:4][CH:3]=1.O.C1(C)C=CC(S(O)(=O)=O)=CC=1.C(=O)([O-])O.[Na+].